This data is from Reaction yield outcomes from USPTO patents with 853,638 reactions. The task is: Predict the reaction yield, written as a fraction of the theoretical maximum amount of product (1.0 means a 100% yield; for example, 0.34 means a 34% yield). (1) The reactants are [Br:1][C:2]1[C:11]2[NH:10][C:9](=[O:12])[C:8]3[S:13][CH:14]=[CH:15][C:7]=3[C:6]=2[C:5]([C:16]2[CH:21]=[CH:20][C:19]([C@H:22]([NH:25]C(=O)OC(C)(C)C)[CH2:23][CH3:24])=[CH:18][CH:17]=2)=[C:4]([O:33]C)[CH:3]=1.B(Br)(Br)Br.C(Cl)[Cl:40]. No catalyst specified. The product is [ClH:40].[NH2:25][C@@H:22]([C:19]1[CH:18]=[CH:17][C:16]([C:5]2[C:6]3[C:7]4[CH:15]=[CH:14][S:13][C:8]=4[C:9](=[O:12])[NH:10][C:11]=3[C:2]([Br:1])=[CH:3][C:4]=2[OH:33])=[CH:21][CH:20]=1)[CH2:23][CH3:24]. The yield is 0.920. (2) The reactants are Br[C:2]1[CH:3]=[N:4][CH:5]=[C:6]([Br:15])[C:7]=1[CH2:8][CH2:9][C:10]([O:12]CC)=O.[Li]CCCC. The catalyst is C1COCC1. The product is [Br:15][C:6]1[C:7]2[CH2:8][CH2:9][C:10](=[O:12])[C:2]=2[CH:3]=[N:4][CH:5]=1. The yield is 0.476.